This data is from Reaction yield outcomes from USPTO patents with 853,638 reactions. The task is: Predict the reaction yield, written as a fraction of the theoretical maximum amount of product (1.0 means a 100% yield; for example, 0.34 means a 34% yield). (1) The reactants are Br[C:2]1[CH:3]=[CH:4][C:5]([C:13]([OH:15])=[O:14])=[N:6][C:7]=1[O:8][CH2:9][CH:10]1[CH2:12][CH2:11]1.[NH:16]1[CH:20]=[CH:19][C:18](B(O)O)=[N:17]1.C(=O)([O-])[O-].[Na+].[Na+].O. The catalyst is CN(C=O)C.C(Cl)Cl.[Pd](Cl)Cl.C1(P(C2C=CC=CC=2)[C-]2C=CC=C2)C=CC=CC=1.[C-]1(P(C2C=CC=CC=2)C2C=CC=CC=2)C=CC=C1.[Fe+2]. The product is [CH:10]1([CH2:9][O:8][C:7]2[N:6]=[C:5]([C:13]([OH:15])=[O:14])[CH:4]=[CH:3][C:2]=2[C:20]2[CH:19]=[CH:18][NH:17][N:16]=2)[CH2:12][CH2:11]1. The yield is 0.603. (2) The yield is 0.330. The product is [F:11][C:12]1[CH:13]=[C:14]([CH:17]=[CH:18][CH:19]=1)[CH2:15][NH:16][C:2]1[CH:10]=[N:9][CH:8]=[CH:7][C:3]=1[C:4]([OH:6])=[O:5]. The reactants are F[C:2]1[CH:10]=[N:9][CH:8]=[CH:7][C:3]=1[C:4]([OH:6])=[O:5].[F:11][C:12]1[CH:13]=[C:14]([CH:17]=[CH:18][CH:19]=1)[CH2:15][NH2:16]. The catalyst is CC(N(C)C)=O. (3) The reactants are [H-].[Na+].[N:3]1[CH:8]=[CH:7][C:6]([C:9]2[N:13]3[CH2:14][CH2:15][CH2:16][NH:17][C:12]3=[N:11][N:10]=2)=[CH:5][CH:4]=1.[Cl:18][C:19]1[CH:20]=[C:21]([C:25]2[O:29][N:28]=[C:27]([CH2:30]Cl)[N:26]=2)[CH:22]=[CH:23][CH:24]=1. The catalyst is CN(C=O)C. The product is [Cl:18][C:19]1[CH:20]=[C:21]([C:25]2[O:29][N:28]=[C:27]([CH2:30][N:17]3[CH2:16][CH2:15][CH2:14][N:13]4[C:9]([C:6]5[CH:7]=[CH:8][N:3]=[CH:4][CH:5]=5)=[N:10][N:11]=[C:12]34)[N:26]=2)[CH:22]=[CH:23][CH:24]=1. The yield is 0.320. (4) The reactants are [Br:1][C:2]1[CH:7]=[CH:6][C:5]([O:8][CH3:9])=[CH:4][C:3]=1[CH3:10].[Br:11]N1C(=O)CCC1=O. The catalyst is C(OOC(=O)C1C=CC=CC=1)(=O)C1C=CC=CC=1.C(Cl)Cl. The product is [Br:1][C:2]1[CH:7]=[CH:6][C:5]([O:8][CH3:9])=[CH:4][C:3]=1[CH2:10][Br:11]. The yield is 0.700. (5) The reactants are S(=O)(=O)(O)O.[N+]([C:9]1[CH:10]=C(S(O)(=O)=O)C=C[CH:14]=1)([O-])=O.OCC(CO)O.[Br:25][C:26]1[CH:32]=[CH:31][C:29]([NH2:30])=[CH:28][C:27]=1[O:33][CH3:34]. The catalyst is O. The product is [Br:25][C:26]1[CH:32]=[C:31]2[C:29](=[CH:28][C:27]=1[O:33][CH3:34])[N:30]=[CH:10][CH:9]=[CH:14]2. The yield is 0.462.